Predict the reaction yield, written as a fraction of the theoretical maximum amount of product (1.0 means a 100% yield; for example, 0.34 means a 34% yield). From a dataset of Reaction yield outcomes from USPTO patents with 853,638 reactions. (1) The reactants are [O:1]1[CH:5]=[N:4][C:3]([C:6]([NH:9]C(=O)OC(C)(C)C)([CH3:8])[CH3:7])=[N:2]1.[ClH:17]. The catalyst is C(OCC)(=O)C. The product is [ClH:17].[CH3:7][C:6]([NH2:9])([C:3]1[N:4]=[CH:5][O:1][N:2]=1)[CH3:8]. The yield is 0.940. (2) The reactants are [CH3:1][C:2]1[CH:12]=[CH:11][CH:10]=[CH:9][C:3]=1[CH2:4][CH2:5][C:6](O)=[O:7].[H-].[Al+3].[Li+].[H-].[H-].[H-]. The catalyst is O1CCCC1. The product is [C:2]1([CH3:1])[CH:12]=[CH:11][CH:10]=[CH:9][C:3]=1[CH2:4][CH2:5][CH2:6][OH:7]. The yield is 0.960. (3) The catalyst is CO. The product is [CH3:20][N:19]([CH2:21][C@@H:22]1[C@@:27]([OH:36])([C:28]2[CH:33]=[CH:32][CH:31]=[C:30]([O:34][CH3:35])[CH:29]=2)[CH2:26][CH2:25][CH2:24][CH2:23]1)[CH3:18].[CH3:1][C@@H:2]([C:15]([OH:17])=[O:16])[C:3]1[CH:8]=[CH:7][C:6]2[CH:9]=[C:10]([O:13][CH3:14])[CH:11]=[CH:12][C:5]=2[CH:4]=1. The yield is 0.420. The reactants are [CH3:1][C@@H:2]([C:15]([OH:17])=[O:16])[C:3]1[CH:8]=[CH:7][C:6]2[CH:9]=[C:10]([O:13][CH3:14])[CH:11]=[CH:12][C:5]=2[CH:4]=1.[CH3:18][N:19]([CH2:21][C@@H:22]1[C@@:27]([OH:36])([C:28]2[CH:33]=[CH:32][CH:31]=[C:30]([O:34][CH3:35])[CH:29]=2)[CH2:26][CH2:25][CH2:24][CH2:23]1)[CH3:20]. (4) The reactants are [F:1][C:2]([F:24])([F:23])[C:3]1[CH:4]=[C:5]([CH:16]=[C:17]([C:19]([F:22])([F:21])[F:20])[CH:18]=1)[C:6]([N:8]1[CH2:12][CH2:11][CH2:10][CH:9]1[C:13]([OH:15])=O)=[O:7].[Cl:25][C:26]1[CH:32]=[CH:31][C:29]([NH2:30])=[CH:28][CH:27]=1. No catalyst specified. The product is [F:22][C:19]([F:20])([F:21])[C:17]1[CH:16]=[C:5]([CH:4]=[C:3]([C:2]([F:24])([F:23])[F:1])[CH:18]=1)[C:6]([N:8]1[CH2:12][CH2:11][CH2:10][CH:9]1[C:13]([NH:30][C:29]1[CH:31]=[CH:32][C:26]([Cl:25])=[CH:27][CH:28]=1)=[O:15])=[O:7]. The yield is 0.220. (5) The reactants are Cl[C:2]1[CH:3]=[CH:4][C:5]2[O:14][CH2:13][CH2:12][C:11]3[CH:10]=[C:9]([C:15]4[N:16]([C:20]5[CH:25]=[CH:24][C:23]([F:26])=[CH:22][C:21]=5[F:27])[N:17]=[CH:18][N:19]=4)[S:8][C:7]=3[C:6]=2[N:28]=1.C[Si](C)(C)[O:31][CH:32]1[CH2:37][CH2:36][NH:35][CH2:34][CH2:33]1.C(N1CCN2CCN(CCCC)P1N(CCCC)CC2)CCC.CC(C)([O-])C. The catalyst is O1CCOCC1.CC([O-])=O.CC([O-])=O.[Pd+2]. The product is [F:27][C:21]1[CH:22]=[C:23]([F:26])[CH:24]=[CH:25][C:20]=1[N:16]1[C:15]([C:9]2[S:8][C:7]3[C:6]4[N:28]=[C:2]([N:35]5[CH2:36][CH2:37][CH:32]([OH:31])[CH2:33][CH2:34]5)[CH:3]=[CH:4][C:5]=4[O:14][CH2:13][CH2:12][C:11]=3[CH:10]=2)=[N:19][CH:18]=[N:17]1. The yield is 0.380.